Dataset: Reaction yield outcomes from USPTO patents with 853,638 reactions. Task: Predict the reaction yield, written as a fraction of the theoretical maximum amount of product (1.0 means a 100% yield; for example, 0.34 means a 34% yield). (1) The reactants are [CH:1]1([N:6]2[C:11]3[N:12]=[C:13](S(C)=O)[N:14]=[CH:15][C:10]=3[CH:9]=[C:8]([CH2:19][CH2:20][O:21][CH2:22][CH3:23])[C:7]2=[O:24])[CH2:5][CH2:4][CH2:3][CH2:2]1.[C:25]([O:29][C:30]([N:32]1[CH2:37][CH2:36][N:35]([C:38]2[CH:39]=[N:40][C:41]([NH2:44])=[CH:42][CH:43]=2)[CH2:34][CH2:33]1)=[O:31])([CH3:28])([CH3:27])[CH3:26]. The product is [C:25]([O:29][C:30]([N:32]1[CH2:37][CH2:36][N:35]([C:38]2[CH:39]=[N:40][C:41]([NH:44][C:13]3[N:14]=[CH:15][C:10]4[CH:9]=[C:8]([CH2:19][CH2:20][O:21][CH2:22][CH3:23])[C:7](=[O:24])[N:6]([CH:1]5[CH2:5][CH2:4][CH2:3][CH2:2]5)[C:11]=4[N:12]=3)=[CH:42][CH:43]=2)[CH2:34][CH2:33]1)=[O:31])([CH3:28])([CH3:26])[CH3:27]. The catalyst is C1(C)C=CC=CC=1. The yield is 0.204. (2) The reactants are [Cl:1][C:2]1[CH:3]=[C:4]([CH:8]([OH:11])[CH:9]=[CH2:10])[CH:5]=[CH:6][CH:7]=1.[Si:12](Cl)([C:15]([CH3:18])([CH3:17])[CH3:16])([CH3:14])[CH3:13].N1C=CN=C1. The catalyst is CN(C=O)C. The product is [C:15]([Si:12]([O:11][CH:8]([C:4]1[CH:5]=[CH:6][CH:7]=[C:2]([Cl:1])[CH:3]=1)[CH:9]=[CH2:10])([CH3:14])[CH3:13])([CH3:18])([CH3:17])[CH3:16]. The yield is 0.460. (3) The reactants are N[C:2]1[CH:3]=[C:4]([CH:7]=[C:8]([N+:10]([O-:12])=[O:11])[CH:9]=1)[CH2:5][OH:6].N([O-])=O.[Na+].CCOC(C)=O.[ClH:23]. The catalyst is O.[Cu](Cl)Cl.[Cu]Cl. The product is [Cl:23][C:2]1[CH:3]=[C:4]([CH:7]=[C:8]([N+:10]([O-:12])=[O:11])[CH:9]=1)[CH2:5][OH:6]. The yield is 0.700. (4) The reactants are C[O:2][C:3](=[O:26])[CH2:4][CH2:5][N:6]1[CH2:10][CH2:9][CH2:8][C@H:7]1[CH2:11][O:12][C:13]1[CH:18]=[CH:17][C:16]([CH2:19][C:20]2[CH:25]=[CH:24][CH:23]=[CH:22][CH:21]=2)=[CH:15][CH:14]=1.[ClH:27]. The catalyst is O1CCOCC1. The product is [ClH:27].[CH2:19]([C:16]1[CH:17]=[CH:18][C:13]([O:12][CH2:11][C@@H:7]2[CH2:8][CH2:9][CH2:10][N:6]2[CH2:5][CH2:4][C:3]([OH:26])=[O:2])=[CH:14][CH:15]=1)[C:20]1[CH:21]=[CH:22][CH:23]=[CH:24][CH:25]=1. The yield is 0.600. (5) The reactants are [N+:1]([C:4]1[CH:5]=[C:6]2[C:10](=[CH:11][CH:12]=1)[NH:9][CH:8]=[CH:7]2)([O-:3])=[O:2].[Al+3].[Cl-].[Cl-].[Cl-].Br[C:18]([CH3:21])([CH3:20])[CH3:19]. The catalyst is C(Cl)Cl. The product is [C:18]([C:7]1[C:6]2[C:10](=[CH:11][CH:12]=[C:4]([N+:1]([O-:3])=[O:2])[CH:5]=2)[NH:9][CH:8]=1)([CH3:21])([CH3:20])[CH3:19]. The yield is 0.310.